This data is from Full USPTO retrosynthesis dataset with 1.9M reactions from patents (1976-2016). The task is: Predict the reactants needed to synthesize the given product. Given the product [OH:23][CH2:22][C:18]1[CH:17]=[CH:16][C:15]2[C:20](=[CH:21][C:12]3[CH2:11][C@:3]4([C:4]5[C:5](=[N:6][CH:7]=[CH:8][CH:9]=5)[N:10]=[CH:2]4)[CH2:24][C:13]=3[CH:14]=2)[N:19]=1, predict the reactants needed to synthesize it. The reactants are: O=[C:2]1[NH:10][C:5]2=[N:6][CH:7]=[CH:8][CH:9]=[C:4]2[C@:3]21[CH2:24][C:13]1[CH:14]=[C:15]3[C:20](=[CH:21][C:12]=1[CH2:11]2)[N:19]=[C:18]([CH:22]=[O:23])[CH:17]=[CH:16]3.[BH4-].[Na+].